Task: Regression/Classification. Given a drug SMILES string, predict its toxicity properties. Task type varies by dataset: regression for continuous values (e.g., LD50, hERG inhibition percentage) or binary classification for toxic/non-toxic outcomes (e.g., AMES mutagenicity, cardiotoxicity, hepatotoxicity). Dataset: herg_karim.. Dataset: hERG potassium channel inhibition data for cardiac toxicity prediction from Karim et al. (1) The compound is OC[C@@H]1CCCN1Cc1nc2ccccc2n1Cc1ccc(Cl)cc1. The result is 1 (blocker). (2) The compound is Cc1[nH]c2ccccc2c1CC(=O)N1Cc2ccc(C=CC(=O)NO)cc2C1. The result is 0 (non-blocker).